From a dataset of Forward reaction prediction with 1.9M reactions from USPTO patents (1976-2016). Predict the product of the given reaction. (1) Given the reactants [C:1]([O:5][C:6]([N:8]([C:10]1[CH:15]=[CH:14][C:13]([CH:16]=[CH2:17])=[CH:12][N:11]=1)[CH3:9])=[O:7])([CH3:4])([CH3:3])[CH3:2].B.[O:19]1CCCC1.CC([O-])=O.[Na+].OO, predict the reaction product. The product is: [C:1]([O:5][C:6]([N:8]([C:10]1[CH:15]=[CH:14][C:13]([CH:16]([OH:19])[CH3:17])=[CH:12][N:11]=1)[CH3:9])=[O:7])([CH3:4])([CH3:3])[CH3:2]. (2) Given the reactants [OH-].[Na+].[CH3:3][O:4][C:5]1[CH:14]=[CH:13][C:12]([S:15](=[O:18])(=[O:17])[NH2:16])=[CH:11][C:6]=1[C:7]([O:9]C)=[O:8].Cl, predict the reaction product. The product is: [CH3:3][O:4][C:5]1[CH:14]=[CH:13][C:12]([S:15](=[O:18])(=[O:17])[NH2:16])=[CH:11][C:6]=1[C:7]([OH:9])=[O:8]. (3) Given the reactants [CH3:1][C:2]([C:4]1[C@@:8]2([CH3:23])[CH2:9][CH2:10][C@@H:11]3[C@:21]4([CH3:22])[C:15](=[CH:16][C:17]([CH2:19][CH2:20]4)=[O:18])[CH2:14][CH2:13][C@H:12]3[C@@H:7]2[CH2:6][CH:5]=1)=[O:3].ClCCCl.C([OH:31])(C)C, predict the reaction product. The product is: [CH3:1][C:2]([C@:4]1([OH:31])[C@@:8]2([CH3:23])[CH2:9][CH2:10][C@@H:11]3[C@:21]4([CH3:22])[C:15](=[CH:16][C:17]([CH2:19][CH2:20]4)=[O:18])[CH2:14][CH2:13][C@H:12]3[C@@H:7]2[CH2:6][CH2:5]1)=[O:3]. (4) The product is: [C:1]([O:5][C:6]([N:8]1[CH2:9][CH2:10][CH:11]([O:14][CH2:15][C:16]#[N:17])[CH2:12][CH2:13]1)=[O:7])([CH3:4])([CH3:3])[CH3:2]. Given the reactants [C:1]([O:5][C:6]([N:8]1[CH2:13][CH2:12][CH:11]([O:14][CH2:15][C:16](=O)[NH2:17])[CH2:10][CH2:9]1)=[O:7])([CH3:4])([CH3:3])[CH3:2].CCN(CC)CC.ClC(Cl)(Cl)C(Cl)=O, predict the reaction product. (5) Given the reactants [Br:1][C:2]1[CH:7]=[CH:6][C:5]([CH2:8][C:9]([OH:11])=O)=[CH:4][CH:3]=1.S(Cl)([Cl:14])=O, predict the reaction product. The product is: [Br:1][C:2]1[CH:7]=[CH:6][C:5]([CH2:8][C:9]([Cl:14])=[O:11])=[CH:4][CH:3]=1. (6) Given the reactants [Cl:1][C:2]1[S:6][C:5]([S:7]([NH:10][C:11]2[C:16](Cl)=[N:15][CH:14]=[CH:13][N:12]=2)(=[O:9])=[O:8])=[CH:4][CH:3]=1.C(O)(=O)[CH2:19][C:20]([CH2:25][C:26](O)=O)([C:22]([OH:24])=[O:23])[OH:21], predict the reaction product. The product is: [C:22]([O:24][CH2:16][CH3:11])(=[O:23])[CH3:20].[CH3:2][CH2:26][CH2:25][CH:20]([CH3:19])[CH3:22].[Cl:1][C:2]1[S:6][C:5]([S:7]([NH:10][C:11]2[C:16]([O:21][CH3:20])=[N:15][CH:14]=[CH:13][N:12]=2)(=[O:9])=[O:8])=[CH:4][CH:3]=1.